Dataset: Reaction yield outcomes from USPTO patents with 853,638 reactions. Task: Predict the reaction yield, written as a fraction of the theoretical maximum amount of product (1.0 means a 100% yield; for example, 0.34 means a 34% yield). (1) The reactants are [C:1]([C:5]1[O:9][C:8]([C:10]2[C:11]([NH2:29])=[N:12][CH:13]=[C:14]([C:16]3[N:20]([CH2:21][CH3:22])[N:19]=[C:18]([CH:23]4[CH2:28][CH2:27][NH:26][CH2:25][CH2:24]4)[N:17]=3)[N:15]=2)=[N:7][N:6]=1)([CH3:4])([CH3:3])[CH3:2].CC1(C)[O:35][C@@H:34]([C:36]([O-])=[O:37])[CH2:33][O:32]1.[K+]. No catalyst specified. The product is [NH2:29][C:11]1[N:12]=[CH:13][C:14]([C:16]2[N:20]([CH2:21][CH3:22])[N:19]=[C:18]([CH:23]3[CH2:28][CH2:27][N:26]([C:33](=[O:32])[C@H:34]([OH:35])[CH2:36][OH:37])[CH2:25][CH2:24]3)[N:17]=2)=[N:15][C:10]=1[C:8]1[O:9][C:5]([C:1]([CH3:2])([CH3:3])[CH3:4])=[N:6][N:7]=1. The yield is 0.400. (2) The reactants are [CH3:1][O:2][C:3](=[O:24])[C:4]1[CH:9]=[CH:8][CH:7]=[C:6]([CH2:10][N:11]([C:17]2[CH:22]=[CH:21][CH:20]=[CH:19][C:18]=2I)[C:12](=[O:16])[C:13]#[C:14][CH3:15])[CH:5]=1.[F:25][C:26]1[CH:31]=[CH:30][C:29](B(O)O)=[CH:28][CH:27]=1. The catalyst is C1COCC1.[Pd].C1(P(C2C=CC=CC=2)C2C=CC=CC=2)C=CC=CC=1.C1(P(C2C=CC=CC=2)C2C=CC=CC=2)C=CC=CC=1.C1(P(C2C=CC=CC=2)C2C=CC=CC=2)C=CC=CC=1.C1(P(C2C=CC=CC=2)C2C=CC=CC=2)C=CC=CC=1.S1C=CC=C1C(O)=O.[Cu]. The product is [CH3:1][O:2][C:3](=[O:24])[C:4]1[CH:9]=[CH:8][CH:7]=[C:6]([CH2:10][N:11]2[C:17]3[C:22](=[CH:21][CH:20]=[CH:19][CH:18]=3)[C:13](=[C:14]([C:29]3[CH:30]=[CH:31][C:26]([F:25])=[CH:27][CH:28]=3)[CH3:15])[C:12]2=[O:16])[CH:5]=1. The yield is 0.600. (3) The reactants are CO[C:3](=[O:19])[C:4]1[C:9]([NH:10][C:11]([CH:13]2[CH2:15][CH2:14]2)=[O:12])=[CH:8][CH:7]=[C:6]([F:16])[C:5]=1[CH2:17]Br.CCN(CC)CC.[CH2:27]([O:29][C:30]1[CH:31]=[C:32]([C@H:38]([NH2:44])[CH2:39][S:40]([CH3:43])(=[O:42])=[O:41])[CH:33]=[CH:34][C:35]=1[O:36][CH3:37])[CH3:28]. The catalyst is CN(C=O)C. The product is [CH2:27]([O:29][C:30]1[CH:31]=[C:32]([C@H:38]([N:44]2[C:3](=[O:19])[C:4]3[C:5](=[C:6]([F:16])[CH:7]=[CH:8][C:9]=3[NH:10][C:11]([CH:13]3[CH2:14][CH2:15]3)=[O:12])[CH2:17]2)[CH2:39][S:40]([CH3:43])(=[O:42])=[O:41])[CH:33]=[CH:34][C:35]=1[O:36][CH3:37])[CH3:28]. The yield is 0.550. (4) The reactants are [C:1]([O:5][C:6]([N:8]1[CH2:13][CH2:12][C:11]2[N:14]([CH2:25][CH:26]3[CH2:28][O:27]3)[N:15]=[C:16]([C:17]3[CH:22]=[CH:21][C:20]([Cl:23])=[C:19]([CH3:24])[CH:18]=3)[C:10]=2[CH2:9]1)=[O:7])([CH3:4])([CH3:3])[CH3:2].[C:29]([C:31]1[CH:36]=[CH:35][CH:34]=[CH:33][C:32]=1[N:37]1[CH2:42][CH2:41][NH:40][CH2:39][CH2:38]1)#[N:30]. The catalyst is CCO.C(N(CC)CC)C. The product is [C:1]([O:5][C:6]([N:8]1[CH2:13][CH2:12][C:11]2[N:14]([CH2:25][CH:26]([OH:27])[CH2:28][N:40]3[CH2:39][CH2:38][N:37]([C:32]4[CH:33]=[CH:34][CH:35]=[CH:36][C:31]=4[C:29]#[N:30])[CH2:42][CH2:41]3)[N:15]=[C:16]([C:17]3[CH:22]=[CH:21][C:20]([Cl:23])=[C:19]([CH3:24])[CH:18]=3)[C:10]=2[CH2:9]1)=[O:7])([CH3:2])([CH3:3])[CH3:4]. The yield is 0.830. (5) The reactants are C(OC([N:8]1[CH2:14][CH2:13][CH2:12][N:11]([C:15](=[O:27])[NH:16][C:17]2[CH:22]=[CH:21][C:20]([C:23]([F:26])([F:25])[F:24])=[CH:19][CH:18]=2)[CH2:10][CH2:9]1)=O)(C)(C)C.[ClH:28]. The catalyst is ClCCl.O1CCOCC1. The product is [ClH:28].[F:26][C:23]([F:24])([F:25])[C:20]1[CH:19]=[CH:18][C:17]([NH:16][C:15]([N:11]2[CH2:12][CH2:13][CH2:14][NH:8][CH2:9][CH2:10]2)=[O:27])=[CH:22][CH:21]=1. The yield is 1.00. (6) The reactants are [F:1][C:2]1[CH:32]=[CH:31][CH:30]=[C:29]([F:33])[C:3]=1[C:4]([NH:6][C:7]1[C:8]([C:18]2[N:19](O)[C:20]([C:24]([F:27])([F:26])[F:25])=[C:21]([CH3:23])[N:22]=2)=[N:9][N:10](C2CCCCO2)[CH:11]=1)=[O:5]. The catalyst is CO. The product is [F:33][C:29]1[CH:30]=[CH:31][CH:32]=[C:2]([F:1])[C:3]=1[C:4]([NH:6][C:7]1[C:8]([C:18]2[NH:19][C:20]([C:24]([F:25])([F:26])[F:27])=[C:21]([CH3:23])[N:22]=2)=[N:9][NH:10][CH:11]=1)=[O:5]. The yield is 0.220.